Dataset: Reaction yield outcomes from USPTO patents with 853,638 reactions. Task: Predict the reaction yield, written as a fraction of the theoretical maximum amount of product (1.0 means a 100% yield; for example, 0.34 means a 34% yield). The reactants are [NH2:1][C:2]1[C:9]([Cl:10])=[CH:8][CH:7]=[CH:6][C:3]=1[C:4]#[N:5].[H-].[Na+].[CH3:13]I. The catalyst is CN(C=O)C. The product is [Cl:10][C:9]1[C:2]([NH:1][CH3:13])=[C:3]([CH:6]=[CH:7][CH:8]=1)[C:4]#[N:5]. The yield is 0.880.